This data is from Catalyst prediction with 721,799 reactions and 888 catalyst types from USPTO. The task is: Predict which catalyst facilitates the given reaction. (1) Reactant: [F:1][C:2]([F:40])([CH2:6][NH:7][C:8]([NH:10][C@@:11]([C:26]1[CH:31]=[C:30]([O:32][C:33]([F:38])([F:37])[CH:34]([F:36])[F:35])[CH:29]=[C:28]([F:39])[CH:27]=1)([C:19]1[CH:24]=[CH:23][C:22]([F:25])=[CH:21][CH:20]=1)[CH2:12][C:13]1[CH:18]=[CH:17][CH:16]=[CH:15][CH:14]=1)=[O:9])[C:3]([OH:5])=O.C(Cl)(=O)OCC.CC[N:49](CC)CC.N. Product: [F:1][C:2]([F:40])([CH2:6][NH:7][C:8]([NH:10][C@@:11]([C:26]1[CH:31]=[C:30]([O:32][C:33]([F:37])([F:38])[CH:34]([F:35])[F:36])[CH:29]=[C:28]([F:39])[CH:27]=1)([C:19]1[CH:20]=[CH:21][C:22]([F:25])=[CH:23][CH:24]=1)[CH2:12][C:13]1[CH:18]=[CH:17][CH:16]=[CH:15][CH:14]=1)=[O:9])[C:3]([NH2:49])=[O:5]. The catalyst class is: 2. (2) Reactant: C([O:3][C:4]([C:6]1[NH:7][N:8]=[C:9]([CH2:13][CH2:14][CH3:15])[C:10]=1[C:11]#[N:12])=[O:5])C.[H-].[Na+].Br[CH2:19][C:20]1[CH:24]=[C:23]([C:25]2[S:26][C:27]([Cl:30])=[CH:28][CH:29]=2)[O:22][N:21]=1.[OH-].[Na+]. Product: [Cl:30][C:27]1[S:26][C:25]([C:23]2[O:22][N:21]=[C:20]([CH2:19][N:7]3[C:6]([C:4]([OH:3])=[O:5])=[C:10]([C:11]#[N:12])[C:9]([CH2:13][CH2:14][CH3:15])=[N:8]3)[CH:24]=2)=[CH:29][CH:28]=1. The catalyst class is: 3. (3) Reactant: C[O:2][C:3](=[O:15])[C:4]1[CH:9]=[C:8]([Cl:10])[CH:7]=[CH:6][C:5]=1[NH:11][CH:12]([CH3:14])[CH3:13].[OH-].[Na+]. Product: [Cl:10][C:8]1[CH:7]=[CH:6][C:5]([NH:11][CH:12]([CH3:14])[CH3:13])=[C:4]([CH:9]=1)[C:3]([OH:15])=[O:2]. The catalyst class is: 5. (4) Reactant: [C:1]([C:3]1[CH:4]=[C:5]([C:13]2[S:17][N:16]=[C:15]([C:18]3[C:19]([CH2:37][CH3:38])=[C:20]([CH:24]4[CH2:29][CH2:28][N:27](C(OC(C)(C)C)=O)[CH2:26][CH2:25]4)[CH:21]=[CH:22][CH:23]=3)[N:14]=2)[CH:6]=[CH:7][C:8]=1[CH2:9][CH:10]([CH3:12])[CH3:11])#[N:2].C(O)(C(F)(F)F)=O. Product: [CH2:37]([C:19]1[C:20]([CH:24]2[CH2:29][CH2:28][NH:27][CH2:26][CH2:25]2)=[CH:21][CH:22]=[CH:23][C:18]=1[C:15]1[N:14]=[C:13]([C:5]2[CH:6]=[CH:7][C:8]([CH2:9][CH:10]([CH3:11])[CH3:12])=[C:3]([CH:4]=2)[C:1]#[N:2])[S:17][N:16]=1)[CH3:38]. The catalyst class is: 4. (5) Reactant: Cl[C:2]1[N:7]=[N:6][C:5]([N:8]2[CH2:13][CH2:12][C:11]3([CH2:18][CH2:17][N:16]([CH:19]4[CH2:22][CH2:21][CH2:20]4)[CH2:15][CH2:14]3)[CH2:10][CH2:9]2)=[CH:4][CH:3]=1.[N:23]1[CH:28]=[C:27](B(O)O)[CH:26]=[N:25][CH:24]=1.C([O-])([O-])=O.[Na+].[Na+]. The catalyst class is: 149. Product: [CH:19]1([N:16]2[CH2:17][CH2:18][C:11]3([CH2:12][CH2:13][N:8]([C:5]4[N:6]=[N:7][C:2]([C:27]5[CH:28]=[N:23][CH:24]=[N:25][CH:26]=5)=[CH:3][CH:4]=4)[CH2:9][CH2:10]3)[CH2:14][CH2:15]2)[CH2:22][CH2:21][CH2:20]1. (6) Reactant: Br[C:2]1[CH:9]=[C:8]([NH:10][CH:11]2[CH2:17][CH2:16][CH2:15][CH2:14][NH:13][C:12]2=[O:18])[CH:7]=[CH:6][C:3]=1[C:4]#[N:5].Cl.[NH2:20][C:21]1[S:25][N:24]=[C:23]([CH3:26])[CH:22]=1.C([O-])([O-])=O.[K+].[K+].C1C=CC(P(C2C(C3C(P(C4C=CC=CC=4)C4C=CC=CC=4)=CC=C4C=3C=CC=C4)=C3C(C=CC=C3)=CC=2)C2C=CC=CC=2)=CC=1. Product: [CH3:26][C:23]1[CH:22]=[C:21]([NH:20][C:2]2[CH:9]=[C:8]([NH:10][CH:11]3[CH2:17][CH2:16][CH2:15][CH2:14][NH:13][C:12]3=[O:18])[CH:7]=[CH:6][C:3]=2[C:4]#[N:5])[S:25][N:24]=1. The catalyst class is: 231.